This data is from Full USPTO retrosynthesis dataset with 1.9M reactions from patents (1976-2016). The task is: Predict the reactants needed to synthesize the given product. (1) Given the product [O:1]1[CH:5]=[CH:4][C:3]([C@H:6]([C:23]2[CH:24]=[CH:25][C:26]([O:29][CH2:30][C:31]3[S:32][C:33]([C:37]4[CH:38]=[CH:39][C:40]([C:43]([F:46])([F:45])[F:44])=[CH:41][CH:42]=4)=[CH:34][C:35]=3[CH3:36])=[CH:27][CH:28]=2)[CH2:7][C:8]([O:53][CH3:52])=[O:9])=[N:2]1, predict the reactants needed to synthesize it. The reactants are: [O:1]1[CH:5]=[CH:4][C:3]([C@H:6]([C:23]2[CH:28]=[CH:27][C:26]([O:29][CH2:30][C:31]3[S:32][C:33]([C:37]4[CH:42]=[CH:41][C:40]([C:43]([F:46])([F:45])[F:44])=[CH:39][CH:38]=4)=[CH:34][C:35]=3[CH3:36])=[CH:25][CH:24]=2)[CH2:7][C:8](N2[C@@H](CC3C=CC=CC=3)COC2=O)=[O:9])=[N:2]1.OO.[Li+].[OH-].Cl.[C:52]([O-])([O-])=[O:53].[K+].[K+].IC. (2) Given the product [CH:1]1([C:4]2[NH:8][N:7]=[C:6]([NH:16][C:17]3[C:22](/[CH:34]=[CH:33]/[CH2:32][O:31][CH3:30])=[CH:21][N:20]=[C:19]([C:24]4[CH:29]=[CH:28][CH:27]=[CH:26][CH:25]=4)[N:18]=3)[CH:5]=2)[CH2:2][CH2:3]1, predict the reactants needed to synthesize it. The reactants are: [CH:1]1([C:4]2[N:8](C(OC(C)(C)C)=O)[N:7]=[C:6]([NH:16][C:17]3[C:22](I)=[CH:21][N:20]=[C:19]([C:24]4[CH:29]=[CH:28][CH:27]=[CH:26][CH:25]=4)[N:18]=3)[CH:5]=2)[CH2:3][CH2:2]1.[CH3:30][O:31][CH2:32]/[CH:33]=[CH:34]/B1OC(C)(C)C(C)(C)O1.C([O-])([O-])=O.[K+].[K+]. (3) The reactants are: O=[C:2]1[CH2:6][CH2:5][CH:4]([N:7]2[C:15](=O)[C:14]3[C:9](=[CH:10][CH:11]=[CH:12]C=3)C2=O)[CH2:3]1.C1(NN)C=CC=CC=1.N1C2C(=CC=CC=2)C=C1. Given the product [CH2:2]1[C:3]2[CH:4]([N:7]=[C:15]3[C:14]=2[CH:9]=[CH:10][CH:11]=[CH:12]3)[CH2:5][CH2:6]1, predict the reactants needed to synthesize it. (4) Given the product [CH3:20][C:21]1[CH:27]=[CH:26][C:25]([CH3:28])=[CH:24][C:22]=1[NH:23][C:2]1[N:7]2[N:8]=[CH:9][C:10]([C:11]([O:13][CH2:14][CH3:15])=[O:12])=[C:6]2[N:5]=[CH:4][C:3]=1[C:16]([O:18][CH3:19])=[O:17], predict the reactants needed to synthesize it. The reactants are: Cl[C:2]1[N:7]2[N:8]=[CH:9][C:10]([C:11]([O:13][CH2:14][CH3:15])=[O:12])=[C:6]2[N:5]=[CH:4][C:3]=1[C:16]([O:18][CH3:19])=[O:17].[CH3:20][C:21]1[CH:27]=[CH:26][C:25]([CH3:28])=[CH:24][C:22]=1[NH2:23]. (5) The reactants are: [F:1][C:2]1[CH:3]=[C:4]([C@H:9]2[N:14]([CH2:15][C:16](O)=[O:17])[C:13](=[O:19])[C:12]3([CH2:25][O:24][CH2:23][CH2:22][O:21][CH2:20]3)[N:11]([CH3:26])[CH2:10]2)[CH:5]=[C:6]([F:8])[CH:7]=1.[NH2:27][C:28]1[CH:29]=[C:30]2[C:43](=[CH:44][CH:45]=1)[CH2:42][C@:32]1([C:40]3[C:35](=[N:36][CH:37]=[CH:38][CH:39]=3)[NH:34][C:33]1=[O:41])[CH2:31]2.Cl.C(N=C=NCCCN(C)C)C.C1C=CC2N(O)N=NC=2C=1. Given the product [F:1][C:2]1[CH:3]=[C:4]([C@H:9]2[N:14]([CH2:15][C:16]([NH:27][C:28]3[CH:29]=[C:30]4[C:43](=[CH:44][CH:45]=3)[CH2:42][C@:32]3([C:40]5[C:35](=[N:36][CH:37]=[CH:38][CH:39]=5)[NH:34][C:33]3=[O:41])[CH2:31]4)=[O:17])[C:13](=[O:19])[C:12]3([CH2:25][O:24][CH2:23][CH2:22][O:21][CH2:20]3)[N:11]([CH3:26])[CH2:10]2)[CH:5]=[C:6]([F:8])[CH:7]=1, predict the reactants needed to synthesize it. (6) Given the product [C:23]([O:22][C:20]([N:27]1[CH:31]=[C:30]([C:14]2[CH:15]=[C:16]3[C:11](=[CH:12][CH:13]=2)[N:10]=[C:9]([NH:8][CH2:1][C:2]2[CH:7]=[CH:6][CH:5]=[CH:4][CH:3]=2)[CH:18]=[N:17]3)[CH:29]=[N:28]1)=[O:21])([CH3:26])([CH3:24])[CH3:25], predict the reactants needed to synthesize it. The reactants are: [CH2:1]([NH:8][C:9]1[CH:18]=[N:17][C:16]2[C:11](=[CH:12][CH:13]=[C:14](Cl)[CH:15]=2)[N:10]=1)[C:2]1[CH:7]=[CH:6][CH:5]=[CH:4][CH:3]=1.[C:20]([N:27]1[CH:31]=[C:30](B2OC(C)(C)C(C)(C)O2)[CH:29]=[N:28]1)([O:22][C:23]([CH3:26])([CH3:25])[CH3:24])=[O:21].C(=O)([O-])[O-].[Cs+].[Cs+].[I-].[K+]. (7) Given the product [OH:19][C:16]([C:13]1[CH:14]=[CH:15][C:10]([C:4]2[S:3][C:2]([NH:1][C:21]3[CH:22]=[CH:23][CH:24]=[C:25]([CH2:27][O:28][CH2:29][C:30]([OH:32])([CH3:31])[CH3:33])[N:26]=3)=[C:6]([C:7]([NH2:9])=[O:8])[CH:5]=2)=[CH:11][CH:12]=1)([CH3:17])[CH3:18], predict the reactants needed to synthesize it. The reactants are: [NH2:1][C:2]1[S:3][C:4]([C:10]2[CH:15]=[CH:14][C:13]([C:16]([OH:19])([CH3:18])[CH3:17])=[CH:12][CH:11]=2)=[CH:5][C:6]=1[C:7]([NH2:9])=[O:8].Br[C:21]1[N:26]=[C:25]([CH2:27][O:28][CH2:29][C:30]([CH3:33])([OH:32])[CH3:31])[CH:24]=[CH:23][CH:22]=1.C([O-])([O-])=O.[K+].[K+].CC(C1C=C(C(C)C)C(C2C=CC=CC=2P(C2CCCCC2)C2CCCCC2)=C(C(C)C)C=1)C. (8) Given the product [CH3:16][O:15][C:11]([C:12]1[S:13][C:2]2=[CH:3][N:4]=[CH:5][C:6]([F:10])=[C:7]2[CH:8]=1)=[O:14], predict the reactants needed to synthesize it. The reactants are: F[C:2]1[CH:3]=[N:4][CH:5]=[C:6]([F:10])[C:7]=1[CH:8]=O.[C:11]([O:15][CH3:16])(=[O:14])[CH2:12][SH:13].C(=O)([O-])[O-].[Cs+].[Cs+].